Dataset: Merck oncology drug combination screen with 23,052 pairs across 39 cell lines. Task: Regression. Given two drug SMILES strings and cell line genomic features, predict the synergy score measuring deviation from expected non-interaction effect. (1) Drug 1: O=P1(N(CCCl)CCCl)NCCCO1. Drug 2: Cn1cc(-c2cnn3c(N)c(Br)c(C4CCCNC4)nc23)cn1. Cell line: HT29. Synergy scores: synergy=-0.823. (2) Drug 1: CC1CC2C3CCC4=CC(=O)C=CC4(C)C3(F)C(O)CC2(C)C1(O)C(=O)CO. Drug 2: Cc1nc(Nc2ncc(C(=O)Nc3c(C)cccc3Cl)s2)cc(N2CCN(CCO)CC2)n1. Cell line: KPL1. Synergy scores: synergy=49.3. (3) Drug 1: NC(=O)c1cccc2cn(-c3ccc(C4CCCNC4)cc3)nc12. Drug 2: CCC1(O)C(=O)OCc2c1cc1n(c2=O)Cc2cc3c(CN(C)C)c(O)ccc3nc2-1. Cell line: A2058. Synergy scores: synergy=-1.56. (4) Drug 1: Cc1nc(Nc2ncc(C(=O)Nc3c(C)cccc3Cl)s2)cc(N2CCN(CCO)CC2)n1. Drug 2: CCC1(O)C(=O)OCc2c1cc1n(c2=O)Cc2cc3c(CN(C)C)c(O)ccc3nc2-1. Cell line: SKMEL30. Synergy scores: synergy=-18.6. (5) Drug 1: N#Cc1ccc(Cn2cncc2CN2CCN(c3cccc(Cl)c3)C(=O)C2)cc1. Drug 2: COC1CC2CCC(C)C(O)(O2)C(=O)C(=O)N2CCCCC2C(=O)OC(C(C)CC2CCC(OP(C)(C)=O)C(OC)C2)CC(=O)C(C)C=C(C)C(O)C(OC)C(=O)C(C)CC(C)C=CC=CC=C1C. Cell line: SKMEL30. Synergy scores: synergy=41.2. (6) Drug 1: CN(Cc1cnc2nc(N)nc(N)c2n1)c1ccc(C(=O)NC(CCC(=O)O)C(=O)O)cc1. Synergy scores: synergy=-44.2. Drug 2: COC1=C2CC(C)CC(OC)C(O)C(C)C=C(C)C(OC(N)=O)C(OC)C=CC=C(C)C(=O)NC(=CC1=O)C2=O. Cell line: A2058.